Task: Predict the product of the given reaction.. Dataset: Forward reaction prediction with 1.9M reactions from USPTO patents (1976-2016) (1) The product is: [F:26][C:27]1[CH:32]=[C:31]([F:33])[CH:30]=[CH:29][C:28]=1[N:34]1[CH2:40][CH2:39][CH2:38][N:37]([CH2:6][CH2:7][N:8]2[C:16]3[N:15]=[C:14]([NH2:17])[N:13]4[N:18]=[C:19]([C:21]5[O:22][CH:23]=[CH:24][CH:25]=5)[N:20]=[C:12]4[C:11]=3[CH:10]=[CH:9]2)[CH2:36][CH2:35]1. Given the reactants CS(O[CH2:6][CH2:7][N:8]1[C:16]2[N:15]=[C:14]([NH2:17])[N:13]3[N:18]=[C:19]([C:21]4[O:22][CH:23]=[CH:24][CH:25]=4)[N:20]=[C:12]3[C:11]=2[CH:10]=[CH:9]1)(=O)=O.[F:26][C:27]1[CH:32]=[C:31]([F:33])[CH:30]=[CH:29][C:28]=1[N:34]1[CH2:40][CH2:39][CH2:38][NH:37][CH2:36][CH2:35]1.CCN(C(C)C)C(C)C, predict the reaction product. (2) Given the reactants C[O:2][C:3](=[O:25])[C:4]1[CH:9]=[CH:8][C:7]([NH:10][CH:11]([CH2:14][CH3:15])[CH2:12][CH3:13])=[C:6]([NH:16][C:17](=O)[CH2:18][C:19]2[S:23][CH:22]=[N:21][CH:20]=2)[CH:5]=1.Cl.O, predict the reaction product. The product is: [CH2:12]([CH:11]([N:10]1[C:7]2[CH:8]=[CH:9][C:4]([C:3]([OH:2])=[O:25])=[CH:5][C:6]=2[N:16]=[C:17]1[CH2:18][C:19]1[S:23][CH:22]=[N:21][CH:20]=1)[CH2:14][CH3:15])[CH3:13]. (3) Given the reactants C(O[C:6]([N:8]1[CH2:13][CH2:12][N:11]([CH2:14][C:15]2[CH:19]=[C:18]([CH3:20])[O:17][N:16]=2)[CH2:10][CH2:9]1)=O)(C)(C)C.[NH2:21][C:22]1[C:27]([N+:28]([O-:30])=[O:29])=C(Cl)[C:25]([Cl:32])=[CH:24][N:23]=1.C(N(C(C)C)CC)(C)C, predict the reaction product. The product is: [Cl:32][C:25]1[C:6]([N:8]2[CH2:9][CH2:10][N:11]([CH2:14][C:15]3[CH:19]=[C:18]([CH3:20])[O:17][N:16]=3)[CH2:12][CH2:13]2)=[C:27]([N+:28]([O-:30])=[O:29])[C:22]([NH2:21])=[N:23][CH:24]=1. (4) Given the reactants [Cl-].C[SiH](C)C.[Cl:6][C:7]1[CH:14]=[CH:13][C:12]([CH3:15])=[C:11]([F:16])[C:8]=1[CH2:9]Br.[Cl:17][C:18]1[CH:23]=[C:22](Cl)[N:21]=[CH:20][N:19]=1.O, predict the reaction product. The product is: [Cl:17][C:18]1[CH:23]=[C:22]([CH2:9][C:8]2[C:11]([F:16])=[C:12]([CH3:15])[CH:13]=[CH:14][C:7]=2[Cl:6])[N:21]=[CH:20][N:19]=1. (5) Given the reactants [NH2:1][C:2]1[S:3][CH:4]=[C:5]([CH2:7][C:8]([O:10][CH2:11][CH3:12])=[O:9])[N:6]=1.[Cl:13][C:14]1[CH:19]=[C:18]([F:20])[CH:17]=[CH:16][C:15]=1[S:21](Cl)(=[O:23])=[O:22], predict the reaction product. The product is: [Cl:13][C:14]1[CH:19]=[C:18]([F:20])[CH:17]=[CH:16][C:15]=1[S:21]([NH:1][C:2]1[S:3][CH:4]=[C:5]([CH2:7][C:8]([O:10][CH2:11][CH3:12])=[O:9])[N:6]=1)(=[O:23])=[O:22]. (6) Given the reactants C([O:8][N:9]([CH2:12][C@@H:13]([CH2:17][CH2:18][CH2:19][CH3:20])[C:14]([OH:16])=O)[CH:10]=[O:11])C1C=CC=CC=1.[NH:21]1[CH2:25][CH2:24][CH2:23][C@H:22]1[C:26]1[NH:34][C:29]2[CH:30]=[N:31][CH:32]=[CH:33][C:28]=2[N:27]=1, predict the reaction product. The product is: [OH:8][N:9]([CH2:12][C@H:13]([C:14]([N:21]1[CH2:25][CH2:24][CH2:23][C@H:22]1[C:26]1[NH:34][C:29]2[CH:30]=[N:31][CH:32]=[CH:33][C:28]=2[N:27]=1)=[O:16])[CH2:17][CH2:18][CH2:19][CH3:20])[CH:10]=[O:11]. (7) Given the reactants C([O:8][C:9]1[C:17]([C:18]2[NH:23][C:22](=[O:24])[C:21]([C:25]([O:27][CH3:28])=[O:26])=[C:20]([OH:29])[C:19]=2[CH2:30][CH3:31])=[CH:16][CH:15]=[C:14]2[C:10]=1[CH:11]=[CH:12][N:13]2[CH3:32])C1C=CC=CC=1, predict the reaction product. The product is: [CH2:30]([C:19]1[C:20]([OH:29])=[C:21]([C:25]([O:27][CH3:28])=[O:26])[C:22](=[O:24])[NH:23][C:18]=1[C:17]1[C:9]([OH:8])=[C:10]2[C:14](=[CH:15][CH:16]=1)[N:13]([CH3:32])[CH:12]=[CH:11]2)[CH3:31].